Regression. Given a peptide amino acid sequence and an MHC pseudo amino acid sequence, predict their binding affinity value. This is MHC class I binding data. From a dataset of Peptide-MHC class I binding affinity with 185,985 pairs from IEDB/IMGT. The peptide sequence is LQALSNLIL. The MHC is HLA-B44:02 with pseudo-sequence HLA-B44:02. The binding affinity (normalized) is 0.213.